This data is from Catalyst prediction with 721,799 reactions and 888 catalyst types from USPTO. The task is: Predict which catalyst facilitates the given reaction. (1) Reactant: [CH:1]1([NH2:4])[CH2:3][CH2:2]1.[CH2:5]=[C:6]1[O:9]C(=O)C1.[N:11]([O-:13])=O.[Na+].[ClH:15].ClCl. Product: [CH:1]1([NH:4][C:6](=[O:5])[C:9]([Cl:15])=[N:11][OH:13])[CH2:3][CH2:2]1. The catalyst class is: 229. (2) Reactant: [C:1]([O:5][C:6]([N:8]1[CH2:12][C@@H:11]([CH2:13][NH:14][CH:15]([CH3:17])[CH3:16])[C@H:10]([C:18]([CH3:26])([CH3:25])[O:19][SiH2:20][C:21]([CH3:24])([CH3:23])[CH3:22])[CH2:9]1)=[O:7])([CH3:4])([CH3:3])[CH3:2].[CH3:27][O:28][CH2:29][CH2:30][CH2:31][N:32]1[C:40]2[C:35](=[CH:36][CH:37]=[C:38]([C:41](O)=[O:42])[CH:39]=2)[CH:34]=[CH:33]1.C(N(CC)CC)C. Product: [C:1]([O:5][C:6]([N:8]1[CH2:12][C@@H:11]([CH2:13][N:14]([CH:15]([CH3:16])[CH3:17])[C:41]([C:38]2[CH:39]=[C:40]3[C:35]([CH:34]=[CH:33][N:32]3[CH2:31][CH2:30][CH2:29][O:28][CH3:27])=[CH:36][CH:37]=2)=[O:42])[C@H:10]([C:18]([CH3:26])([CH3:25])[O:19][SiH2:20][C:21]([CH3:24])([CH3:23])[CH3:22])[CH2:9]1)=[O:7])([CH3:4])([CH3:2])[CH3:3]. The catalyst class is: 25. (3) Reactant: Cl[C:2]1[C:11]2[C:6](=[CH:7][CH:8]=[CH:9][N:10]=2)[N:5]=[CH:4][C:3]=1[N+:12]([O-:14])=[O:13].C(N(CC)CC)C.[NH2:22][CH2:23][C:24]1([OH:30])[CH2:29][CH2:28][O:27][CH2:26][CH2:25]1. Product: [N+:12]([C:3]1[CH:4]=[N:5][C:6]2[C:11]([C:2]=1[NH:22][CH2:23][C:24]1([OH:30])[CH2:29][CH2:28][O:27][CH2:26][CH2:25]1)=[N:10][CH:9]=[CH:8][CH:7]=2)([O-:14])=[O:13]. The catalyst class is: 4. (4) Reactant: [CH3:1][O:2][C:3]1[CH:4]=[C:5]([C:9]2[CH2:18][CH2:17][C:16]3[C:11](=[CH:12][CH:13]=[C:14]([O:19][CH3:20])[CH:15]=3)[C:10]=2[C:21]([C:23]2[CH:28]=[CH:27][C:26]([OH:29])=[CH:25][CH:24]=2)=[O:22])[CH:6]=[CH:7][CH:8]=1.C([O-])([O-])=O.[K+].[K+].Cl.Cl[CH2:38][CH2:39][N:40]1[CH2:45][CH2:44][CH2:43][CH2:42][CH2:41]1. Product: [CH3:1][O:2][C:3]1[CH:4]=[C:5]([C:9]2[CH2:18][CH2:17][C:16]3[C:11](=[CH:12][CH:13]=[C:14]([O:19][CH3:20])[CH:15]=3)[C:10]=2[C:21]([C:23]2[CH:28]=[CH:27][C:26]([O:29][CH2:38][CH2:39][N:40]3[CH2:45][CH2:44][CH2:43][CH2:42][CH2:41]3)=[CH:25][CH:24]=2)=[O:22])[CH:6]=[CH:7][CH:8]=1. The catalyst class is: 3. (5) The catalyst class is: 42. Reactant: [Cl:1][C:2]1[C:3]2[N:4]([C:11]([CH3:14])=[CH:12][CH:13]=2)[C:5]([C:8]([OH:10])=O)=[CH:6][N:7]=1.C(N(C(C)C)C(C)C)C.Cl.[O:25]1[CH2:30][CH2:29][CH:28]([CH2:31][NH2:32])[CH2:27][CH2:26]1.F[P-](F)(F)(F)(F)F.N1(OC(N(C)C)=[N+](C)C)C2C=CC=CC=2N=N1. Product: [Cl:1][C:2]1[C:3]2[N:4]([C:11]([CH3:14])=[CH:12][CH:13]=2)[C:5]([C:8]([NH:32][CH2:31][CH:28]2[CH2:29][CH2:30][O:25][CH2:26][CH2:27]2)=[O:10])=[CH:6][N:7]=1. (6) Reactant: Br[C:2]1[CH:7]=[CH:6][C:5]([C:8]2[NH:13][C:12](=[O:14])[C:11]([C:15]([O:17]C)=[O:16])=[CH:10][C:9]=2[CH2:19][CH3:20])=[CH:4][CH:3]=1.[C:21]([O:25][Na])([CH3:24])([CH3:23])[CH3:22]. Product: [C:21]([O:25][C:2]1[CH:7]=[CH:6][C:5]([C:8]2[NH:13][C:12](=[O:14])[C:11]([C:15]([OH:17])=[O:16])=[CH:10][C:9]=2[CH2:19][CH3:20])=[CH:4][CH:3]=1)([CH3:24])([CH3:23])[CH3:22]. The catalyst class is: 45. (7) Product: [N:2]1[CH:7]=[CH:6][CH:5]=[C:4]([O:8][C:9]2[CH:10]=[CH:11][C:12]([C:15]3[O:19][C:18]([NH:20][C:28](=[O:29])[C:27]4[CH:31]=[CH:32][C:24]([O:23][C:22]([F:21])([F:33])[F:34])=[CH:25][CH:26]=4)=[N:17][N:16]=3)=[CH:13][CH:14]=2)[CH:3]=1. Reactant: Br.[N:2]1[CH:7]=[CH:6][CH:5]=[C:4]([O:8][C:9]2[CH:14]=[CH:13][C:12]([C:15]3[O:19][C:18]([NH2:20])=[N:17][N:16]=3)=[CH:11][CH:10]=2)[CH:3]=1.[F:21][C:22]([F:34])([F:33])[O:23][C:24]1[CH:32]=[CH:31][C:27]([C:28](Cl)=[O:29])=[CH:26][CH:25]=1. The catalyst class is: 858. (8) Reactant: [Si:1]([O:18][C@@H:19]1[CH2:35][C@H:34]2[C@@:22]([CH3:42])([C@@H:23]3[C@@H:31]([C@@H:32]([OH:37])[C@@H:33]2[OH:36])[C@H:30]2[C@@:26]([CH3:41])([C@@:27]([C:39]#[CH:40])([OH:38])[CH2:28][CH2:29]2)[CH2:25][CH2:24]3)[CH2:21][CH2:20]1)([C:14]([CH3:17])([CH3:16])[CH3:15])([C:8]1[CH:13]=[CH:12][CH:11]=[CH:10][CH:9]=1)[C:2]1[CH:7]=[CH:6][CH:5]=[CH:4][CH:3]=1.[BH4-].[Na+].CC(C)=O. Product: [Si:1]([O:18][C@H:19]1[CH2:20][CH2:21][C@@:22]([C@H:23]2[CH2:24][CH2:25][C@@:26]3([CH3:41])[C@@H:30]([CH2:29][CH2:28][C@:27]3([C:39]#[CH:40])[OH:38])[C@@H:31]2[CH2:32][OH:37])([CH3:42])[C@@H:34]([CH2:33][OH:36])[CH2:35]1)([C:14]([CH3:16])([CH3:17])[CH3:15])([C:2]1[CH:7]=[CH:6][CH:5]=[CH:4][CH:3]=1)[C:8]1[CH:13]=[CH:12][CH:11]=[CH:10][CH:9]=1. The catalyst class is: 90.